Predict the reactants needed to synthesize the given product. From a dataset of Full USPTO retrosynthesis dataset with 1.9M reactions from patents (1976-2016). (1) Given the product [ClH:24].[CH2:1]([NH:5][C:6](=[O:20])[C@H:7]([CH2:16][CH2:17][CH2:18][CH3:19])[NH2:8])[CH2:2][CH2:3][CH3:4], predict the reactants needed to synthesize it. The reactants are: [CH2:1]([NH:5][C:6](=[O:20])[C@H:7]([CH2:16][CH2:17][CH2:18][CH3:19])[NH:8]C(OC(C)(C)C)=O)[CH2:2][CH2:3][CH3:4].C([Cl:24])(=O)C. (2) Given the product [K+:22].[C:11]([C:9]1[N:10]=[C:6]([C:4]([O-:5])=[O:3])[N:7]([CH2:13][O:14][CH2:15][CH2:16][Si:17]([CH3:18])([CH3:19])[CH3:20])[CH:8]=1)#[N:12], predict the reactants needed to synthesize it. The reactants are: C([O:3][C:4]([C:6]1[N:7]([CH2:13][O:14][CH2:15][CH2:16][Si:17]([CH3:20])([CH3:19])[CH3:18])[CH:8]=[C:9]([C:11]#[N:12])[N:10]=1)=[O:5])C.[OH-].[K+:22]. (3) Given the product [NH2:21][C:19](=[O:20])[C@@H:18]([NH:17][C:15](=[O:16])[C@@H:14]([NH:13][C:10](=[O:12])[CH2:9][NH:8][C:6]1[S:7][C:3]([CH:1]=[O:2])=[CH:4][N:5]=1)[CH3:30])[CH2:22][C:23]1[CH:24]=[CH:25][C:26]([OH:29])=[CH:27][CH:28]=1, predict the reactants needed to synthesize it. The reactants are: [CH:1]([C:3]1[S:7][C:6]([NH:8][CH2:9][C:10]([OH:12])=O)=[N:5][CH:4]=1)=[O:2].[NH2:13][C@@H:14]([CH3:30])[C:15]([NH:17][C@@H:18]([CH2:22][C:23]1[CH:28]=[CH:27][C:26]([OH:29])=[CH:25][CH:24]=1)[C:19]([NH2:21])=[O:20])=[O:16].C(Cl)CCl.ON1C2N=CC=CC=2N=N1.CN1CCOCC1. (4) Given the product [Cl:1][C:2]1[CH:3]=[CH:4][C:5]([N:8]2[C:12]([CH:13]([CH3:14])[CH3:15])=[C:11]([NH:16][C:24](=[O:25])[CH:23]([N:22]3[C:18]([CH3:17])=[N:19][C:20]([C:28]([F:29])([F:30])[F:31])=[N:21]3)[CH3:27])[CH:10]=[N:9]2)=[CH:6][CH:7]=1, predict the reactants needed to synthesize it. The reactants are: [Cl:1][C:2]1[CH:7]=[CH:6][C:5]([N:8]2[C:12]([CH:13]([CH3:15])[CH3:14])=[C:11]([NH2:16])[CH:10]=[N:9]2)=[CH:4][CH:3]=1.[CH3:17][C:18]1[N:22]([CH:23]([CH3:27])[C:24](O)=[O:25])[N:21]=[C:20]([C:28]([F:31])([F:30])[F:29])[N:19]=1.C(N(C(C)C)CC)(C)C.CN(C(ON1N=NC2C=CC=NC1=2)=[N+](C)C)C.F[P-](F)(F)(F)(F)F. (5) Given the product [Cl:15][C:3]1[CH:4]=[C:5]([CH:13]=[CH:14][C:2]=1[CH:16]1[CH2:18][CH2:41][CH2:40][C:39](=[O:38])[CH2:17]1)[C:6]([O:8][C:9]([CH3:12])([CH3:11])[CH3:10])=[O:7], predict the reactants needed to synthesize it. The reactants are: Br[C:2]1[CH:14]=[CH:13][C:5]([C:6]([O:8][C:9]([CH3:12])([CH3:11])[CH3:10])=[O:7])=[CH:4][C:3]=1[Cl:15].[CH:16]([Mg]Cl)([CH3:18])[CH3:17].[Cu]C#N.[Cl-].[Li+].C1CCCC=C1.C[Si](Cl)(C)C.Cl.[O:38]1C[CH2:41][CH2:40][CH2:39]1. (6) Given the product [C:12]([C:15]1[C:23]2[C:18](=[C:2]([CH3:1])[N:7]=[C:21]([CH3:20])[CH:22]=2)[N:17]([CH2:24][C:25]([OH:27])=[O:26])[N:16]=1)(=[O:14])[NH2:13], predict the reactants needed to synthesize it. The reactants are: [CH3:1][C:2]1C=C2C=NNC2=C(C)[N:7]=1.[C:12]([C:15]1[C:23]2[C:18](=N[CH:20]=[CH:21][CH:22]=2)[N:17]([CH2:24][C:25]([OH:27])=[O:26])[N:16]=1)(=[O:14])[NH2:13].